Predict the reaction yield, written as a fraction of the theoretical maximum amount of product (1.0 means a 100% yield; for example, 0.34 means a 34% yield). From a dataset of Reaction yield outcomes from USPTO patents with 853,638 reactions. (1) The reactants are [CH2:1]1[C:6]2[O:7][C:8]3[CH:13]=[CH:12][CH:11]=[CH:10][C:9]=3[C:5]=2[CH2:4][CH2:3][N:2]1C(OC)=O. The catalyst is Cl. The product is [CH2:1]1[C:6]2[O:7][C:8]3[CH:13]=[CH:12][CH:11]=[CH:10][C:9]=3[C:5]=2[CH2:4][CH2:3][NH:2]1. The yield is 0.460. (2) The reactants are [C:1](Cl)(=[O:3])[CH3:2].[NH2:5][C:6]1[CH:7]=[C:8]([CH:21]=[CH:22][CH:23]=1)[C:9]([C:11]1[CH:12]=[C:13]2[C:17](=[CH:18][CH:19]=1)[NH:16][C:15](=[O:20])[CH2:14]2)=[O:10]. The catalyst is C1COCC1. The product is [O:20]=[C:15]1[CH2:14][C:13]2[C:17](=[CH:18][CH:19]=[C:11]([C:9]([C:8]3[CH:7]=[C:6]([NH:5][C:1](=[O:3])[CH3:2])[CH:23]=[CH:22][CH:21]=3)=[O:10])[CH:12]=2)[NH:16]1. The yield is 0.610.